Dataset: Peptide-MHC class I binding affinity with 185,985 pairs from IEDB/IMGT. Task: Regression. Given a peptide amino acid sequence and an MHC pseudo amino acid sequence, predict their binding affinity value. This is MHC class I binding data. (1) The peptide sequence is AEWDRVHPV. The MHC is HLA-B53:01 with pseudo-sequence HLA-B53:01. The binding affinity (normalized) is 0. (2) The peptide sequence is ITSKSRQVL. The MHC is HLA-B15:01 with pseudo-sequence HLA-B15:01. The binding affinity (normalized) is 0.391. (3) The peptide sequence is YTVKYHNL. The MHC is H-2-Kb with pseudo-sequence H-2-Kb. The binding affinity (normalized) is 0.648. (4) The binding affinity (normalized) is 0.0128. The peptide sequence is HWILTLCAM. The MHC is H-2-Kd with pseudo-sequence H-2-Kd. (5) The peptide sequence is SEIDLILGY. The MHC is Mamu-A02 with pseudo-sequence Mamu-A02. The binding affinity (normalized) is 0. (6) The peptide sequence is ERLKIAGSL. The MHC is HLA-B14:02 with pseudo-sequence HLA-B14:02. The binding affinity (normalized) is 0.0381. (7) The peptide sequence is KTAVQMAVF. The MHC is HLA-B18:01 with pseudo-sequence HLA-B18:01. The binding affinity (normalized) is 0.0721. (8) The binding affinity (normalized) is 0.0847. The peptide sequence is RLASYGLYY. The MHC is HLA-B07:02 with pseudo-sequence HLA-B07:02. (9) The peptide sequence is YNLRRGTAL. The MHC is HLA-B51:01 with pseudo-sequence HLA-B51:01. The binding affinity (normalized) is 0.213. (10) The peptide sequence is ELYSPLFLI. The binding affinity (normalized) is 0.755. The MHC is HLA-A02:03 with pseudo-sequence HLA-A02:03.